From a dataset of Catalyst prediction with 721,799 reactions and 888 catalyst types from USPTO. Predict which catalyst facilitates the given reaction. Reactant: [C:1]12([C:11](Cl)=[O:12])[CH2:10][CH:5]3[CH2:6][CH:7]([CH2:9][CH:3]([CH2:4]3)[CH2:2]1)[CH2:8]2.CO[C:16]1[CH:17]=[C:18]([CH:24]=[CH:25][C:26](=O)C(C)(C)C)[CH:19]=[C:20](OC)[CH:21]=1. Product: [C:1]12([C:11]([C:25]3[CH2:26][C:17]4[C:18]([CH:24]=3)=[CH:19][CH:20]=[CH:21][CH:16]=4)=[O:12])[CH2:10][CH:5]3[CH2:6][CH:7]([CH2:9][CH:3]([CH2:4]3)[CH2:2]1)[CH2:8]2. The catalyst class is: 1.